This data is from CYP2C9 inhibition data for predicting drug metabolism from PubChem BioAssay. The task is: Regression/Classification. Given a drug SMILES string, predict its absorption, distribution, metabolism, or excretion properties. Task type varies by dataset: regression for continuous measurements (e.g., permeability, clearance, half-life) or binary classification for categorical outcomes (e.g., BBB penetration, CYP inhibition). Dataset: cyp2c9_veith. (1) The molecule is CCN(CC)c1ncnc2c1sc1nc(C)cc(C)c12. The result is 1 (inhibitor). (2) The compound is CCOC(=O)N/N=C1/C[C@@H](O)[C@@H](O)[C@H]2[C@@H]1CC[C@@H]1C(=O)N(CC)C(=O)[C@H]12. The result is 0 (non-inhibitor). (3) The compound is COC(=O)C1=C(CSCc2ccccc2)NC(=O)NC1c1cc(C)ccc1C. The result is 1 (inhibitor). (4) The drug is FC(F)(F)c1ccccc1-c1nccc(-n2ccnc2)n1. The result is 0 (non-inhibitor). (5) The molecule is CC1=NN(c2ccccc2)C(=O)[C@@H]1N=Nc1ccc([As](=O)(O)O)c(O)c1. The result is 1 (inhibitor).